Dataset: Forward reaction prediction with 1.9M reactions from USPTO patents (1976-2016). Task: Predict the product of the given reaction. (1) Given the reactants CN(C)C=O.[OH:6][C:7]1[CH:8]=[CH:9][C:10]2[CH:14]=[C:13]([CH2:15][N:16]3[C:24](=[O:25])[C:23]4[C:18](=[CH:19][CH:20]=[CH:21][CH:22]=4)[C:17]3=[O:26])[S:12][C:11]=2[CH:27]=1.C(=O)([O-])[O-].[K+].[K+].[CH2:34](Br)[C:35]1[CH:40]=[CH:39][CH:38]=[CH:37][CH:36]=1, predict the reaction product. The product is: [CH2:34]([O:6][C:7]1[CH:8]=[CH:9][C:10]2[CH:14]=[C:13]([CH2:15][N:16]3[C:17](=[O:26])[C:18]4[C:23](=[CH:22][CH:21]=[CH:20][CH:19]=4)[C:24]3=[O:25])[S:12][C:11]=2[CH:27]=1)[C:35]1[CH:40]=[CH:39][CH:38]=[CH:37][CH:36]=1. (2) The product is: [CH2:54]([O:53][C:51]([C:49]1[CH:50]=[N:46][N:47]([CH:2]2[CH2:7][CH2:6][N:5]([C:8]([O:10][C:11]([CH3:14])([CH3:13])[CH3:12])=[O:9])[CH2:4][CH2:3]2)[N:48]=1)=[O:52])[CH3:55]. Given the reactants O[CH:2]1[CH2:7][CH2:6][N:5]([C:8]([O:10][C:11]([CH3:14])([CH3:13])[CH3:12])=[O:9])[CH2:4][CH2:3]1.C1(P(C2C=CC=CC=2)C2C=CC=CC=2)C=CC=CC=1.N(C(OCC)=O)=NC(OCC)=O.[NH:46]1[CH:50]=[C:49]([C:51]([O:53][CH2:54][CH3:55])=[O:52])[N:48]=[N:47]1, predict the reaction product. (3) Given the reactants [CH:1]1[CH:6]=[CH:5][C:4]([P:7]([C:14]2[CH:19]=[CH:18][CH:17]=[CH:16][CH:15]=2)[C:8]2[CH:13]=[CH:12][CH:11]=[CH:10][CH:9]=2)=[CH:3][CH:2]=1.[Br:20][CH2:21][C:22]#[N:23], predict the reaction product. The product is: [Br-:20].[C:22]([CH2:21][P+:7]([C:4]1[CH:3]=[CH:2][CH:1]=[CH:6][CH:5]=1)([C:14]1[CH:19]=[CH:18][CH:17]=[CH:16][CH:15]=1)[C:8]1[CH:13]=[CH:12][CH:11]=[CH:10][CH:9]=1)#[N:23]. (4) Given the reactants [Cl:1][C:2]1[CH:7]=[CH:6][N:5]=[C:4]2[NH:8][CH:9]=[CH:10][C:3]=12.[H-].[Na+].[CH3:13][CH:14]([Si:16](Cl)([CH:20]([CH3:22])[CH3:21])[CH:17]([CH3:19])[CH3:18])[CH3:15], predict the reaction product. The product is: [Cl:1][C:2]1[CH:7]=[CH:6][N:5]=[C:4]2[N:8]([Si:16]([CH:20]([CH3:22])[CH3:21])([CH:17]([CH3:19])[CH3:18])[CH:14]([CH3:15])[CH3:13])[CH:9]=[CH:10][C:3]=12. (5) Given the reactants [CH2:1]([O:3][C:4](=[O:17])[C:5]([O:8][C:9]1[CH:14]=[CH:13][C:12]([CH2:15][NH2:16])=[CH:11][CH:10]=1)([CH3:7])[CH3:6])[CH3:2].[F:18][C:19]([F:35])([F:34])[O:20][C:21]1[CH:26]=[CH:25][C:24]([C:27]#[C:28][CH2:29][CH2:30][C:31](O)=[O:32])=[CH:23][CH:22]=1.Cl.CN(C)CCCN=C=NCC.OS([O-])(=O)=O.[K+].CCOCC, predict the reaction product. The product is: [CH2:1]([O:3][C:4](=[O:17])[C:5]([CH3:7])([O:8][C:9]1[CH:10]=[CH:11][C:12]([CH2:15][NH:16][C:31](=[O:32])[CH2:30][CH2:29][C:28]#[C:27][C:24]2[CH:25]=[CH:26][C:21]([O:20][C:19]([F:34])([F:35])[F:18])=[CH:22][CH:23]=2)=[CH:13][CH:14]=1)[CH3:6])[CH3:2].